From a dataset of Reaction yield outcomes from USPTO patents with 853,638 reactions. Predict the reaction yield, written as a fraction of the theoretical maximum amount of product (1.0 means a 100% yield; for example, 0.34 means a 34% yield). (1) The reactants are [Cl:1][C:2]1[N:3]=[C:4]([C:10]2[CH:11]=[N:12][CH:13]=[CH:14][CH:15]=2)[S:5][C:6]=1[NH:7][CH2:8][CH3:9].[CH3:16][CH:17]([CH2:21][S:22][CH3:23])[C:18](O)=[O:19].C(N(CC)CC)C.Cl.CN(C)CCCN=C=NCC. The catalyst is ClC(Cl)C. The product is [Cl:1][C:2]1[N:3]=[C:4]([C:10]2[CH:11]=[N:12][CH:13]=[CH:14][CH:15]=2)[S:5][C:6]=1[N:7]([CH2:8][CH3:9])[C:18](=[O:19])[CH:17]([CH3:16])[CH2:21][S:22][CH3:23]. The yield is 0.600. (2) The reactants are O=[C:2]([CH:6]1[CH2:11][CH2:10][O:9][CH2:8][CH2:7]1)[CH2:3][C:4]#[N:5].Cl.[C:13]1([NH:19][NH2:20])[CH:18]=[CH:17][CH:16]=[CH:15][CH:14]=1.CCOCC. The catalyst is CCO. The product is [C:13]1([N:19]2[C:4]([NH2:5])=[CH:3][C:2]([CH:6]3[CH2:11][CH2:10][O:9][CH2:8][CH2:7]3)=[N:20]2)[CH:18]=[CH:17][CH:16]=[CH:15][CH:14]=1. The yield is 0.650. (3) The reactants are [H-].[Na+].[Si:3]([O:20][CH2:21][CH2:22][O:23][CH2:24][C@H:25]([OH:36])[C:26]([NH:28][C:29]1[CH:34]=[CH:33][C:32]([CH3:35])=[CH:31][N:30]=1)=[O:27])([C:16]([CH3:19])([CH3:18])[CH3:17])([C:10]1[CH:15]=[CH:14][CH:13]=[CH:12][CH:11]=1)[C:4]1[CH:9]=[CH:8][CH:7]=[CH:6][CH:5]=1.Cl[C:38]1[N:43]=[CH:42][N:41]=[C:40]2[N:44]([C:47]3[CH:52]=[CH:51][CH:50]=[CH:49][C:48]=3[Cl:53])[N:45]=[CH:46][C:39]=12.C(O)(=O)CC(CC(O)=O)(C(O)=O)O. The catalyst is C1COCC1. The product is [Si:3]([O:20][CH2:21][CH2:22][O:23][CH2:24][C@H:25]([O:36][C:38]1[N:43]=[CH:42][N:41]=[C:40]2[N:44]([C:47]3[CH:52]=[CH:51][CH:50]=[CH:49][C:48]=3[Cl:53])[N:45]=[CH:46][C:39]=12)[C:26]([NH:28][C:29]1[CH:34]=[CH:33][C:32]([CH3:35])=[CH:31][N:30]=1)=[O:27])([C:16]([CH3:19])([CH3:18])[CH3:17])([C:10]1[CH:11]=[CH:12][CH:13]=[CH:14][CH:15]=1)[C:4]1[CH:5]=[CH:6][CH:7]=[CH:8][CH:9]=1. The yield is 1.00. (4) The reactants are [Cl:1][C:2]1[CH:3]=[CH:4][C:5]([C:9]2[NH:13][N:12]=[N:11][N:10]=2)=[C:6]([CH:8]=1)[NH2:7].[S:14]1[C:18]([C:19](Cl)=[O:20])=[CH:17][C:16]2[CH:22]=[CH:23][CH:24]=[CH:25][C:15]1=2. No catalyst specified. The product is [Cl:1][C:2]1[CH:3]=[CH:4][C:5]([C:9]2[NH:13][N:12]=[N:11][N:10]=2)=[C:6]([NH:7][C:19]([C:18]2[S:14][C:15]3[CH:25]=[CH:24][CH:23]=[CH:22][C:16]=3[CH:17]=2)=[O:20])[CH:8]=1. The yield is 0.0500. (5) The reactants are [CH3:1][N:2]([CH3:33])[CH2:3][C:4]#[C:5][C:6]1[C:14]2[C:9](=[N:10][CH:11]=[CH:12][C:13]=2[O:15][C:16]2[CH:21]=[CH:20][C:19]([N+:22]([O-])=O)=[CH:18][C:17]=2[F:25])[N:8](C(OC(C)(C)C)=O)[CH:7]=1.[NH4+].[Cl-]. The catalyst is C1COCC1.CO.CCOC(C)=O.[Zn]. The product is [CH3:33][N:2]([CH3:1])[CH2:3][C:4]#[C:5][C:6]1[C:14]2[C:9](=[N:10][CH:11]=[CH:12][C:13]=2[O:15][C:16]2[CH:21]=[CH:20][C:19]([NH2:22])=[CH:18][C:17]=2[F:25])[NH:8][CH:7]=1. The yield is 0.900. (6) The reactants are [F:1][C:2]([C:5]1[CH:10]=[C:9]([CH3:11])[CH:8]=[CH:7][N:6]=1)([CH3:4])[CH3:3].[O-:12][Mn](=O)(=O)=O.[K+].Cl.[OH2:19]. No catalyst specified. The product is [F:1][C:2]([C:5]1[CH:10]=[C:9]([CH:8]=[CH:7][N:6]=1)[C:11]([OH:12])=[O:19])([CH3:4])[CH3:3]. The yield is 0.430. (7) The reactants are [CH3:1][O:2][CH:3]1[CH2:9][N:8]([C:10]2[N:14]([CH3:15])[N:13]=[CH:12][C:11]=2[N+:16]([O-:18])=[O:17])[CH2:7][CH2:6][CH:5]([NH2:19])[CH2:4]1.[C:20](O[C:20]([O:22][C:23]([CH3:26])([CH3:25])[CH3:24])=[O:21])([O:22][C:23]([CH3:26])([CH3:25])[CH3:24])=[O:21].CCN(C(C)C)C(C)C. The catalyst is C(Cl)Cl. The product is [CH3:1][O:2][CH:3]1[CH2:9][N:8]([C:10]2[N:14]([CH3:15])[N:13]=[CH:12][C:11]=2[N+:16]([O-:18])=[O:17])[CH2:7][CH2:6][CH:5]([NH:19][C:20](=[O:21])[O:22][C:23]([CH3:26])([CH3:25])[CH3:24])[CH2:4]1. The yield is 0.740. (8) The reactants are [C:1]1([C@@H:13]2[CH2:18][CH2:17][CH2:16][N:15](C(OC(C)(C)C)=O)[CH2:14]2)[N:5]2[C:6]3[CH:12]=[CH:11][NH:10][C:7]=3[N:8]=[CH:9][C:4]2=[N:3][N:2]=1.C(OC(N1CCC[C@@H](C(O)=O)C1)=O)(C)(C)C.O=S(Cl)[Cl:44].C([O-])([O-])=O.[Na+].[Na+].Cl. The catalyst is O1CCOCC1.C(Cl)CCl. The product is [ClH:44].[NH:15]1[CH2:16][CH2:17][CH2:18][C@@H:13]([C:1]2[N:5]3[C:6]4[CH:12]=[CH:11][NH:10][C:7]=4[N:8]=[CH:9][C:4]3=[N:3][N:2]=2)[CH2:14]1. The yield is 0.820.